Dataset: Full USPTO retrosynthesis dataset with 1.9M reactions from patents (1976-2016). Task: Predict the reactants needed to synthesize the given product. (1) Given the product [CH:1]([N:14]1[CH2:13][C:12](=[CH:11][C:10]2[CH:27]=[CH:28][CH:29]=[CH:30][C:9]=2[F:8])[C:17](=[O:18])[C:16](=[CH:19][C:20]2[CH:25]=[CH:24][CH:23]=[CH:22][C:21]=2[F:26])[CH2:15]1)=[O:3], predict the reactants needed to synthesize it. The reactants are: [C:1](OC(=O)C)(=[O:3])C.[F:8][C:9]1[CH:30]=[CH:29][CH:28]=[CH:27][C:10]=1[CH:11]=[C:12]1[C:17](=[O:18])[C:16](=[CH:19][C:20]2[CH:25]=[CH:24][CH:23]=[CH:22][C:21]=2[F:26])[CH2:15][NH:14][CH2:13]1. (2) The reactants are: [CH2:1]([C:4]1[N:5]([CH2:17][CH2:18][CH2:19][C:20](OCC)=[O:21])[C:6]2[C:15]3[CH:14]=[CH:13][CH:12]=[CH:11][C:10]=3[N:9]=[CH:8][C:7]=2[N:16]=1)[CH2:2][CH3:3].C1COCC1.[CH3:30][NH2:31]. Given the product [CH3:30][NH:31][C:20](=[O:21])[CH2:19][CH2:18][CH2:17][N:5]1[C:6]2[C:15]3[CH:14]=[CH:13][CH:12]=[CH:11][C:10]=3[N:9]=[CH:8][C:7]=2[N:16]=[C:4]1[CH2:1][CH2:2][CH3:3], predict the reactants needed to synthesize it.